Predict which catalyst facilitates the given reaction. From a dataset of Catalyst prediction with 721,799 reactions and 888 catalyst types from USPTO. (1) Reactant: O=[C:2]1[C:11]2[N:10]=[CH:9][CH:8]=[CH:7][C:6]=2[CH2:5][CH2:4][CH:3]1[CH2:12][CH2:13][C:14]#[N:15]. Product: [NH:15]1[CH:2]2[CH:3]([CH2:4][CH2:5][C:6]3[C:11]2=[N:10][CH:9]=[CH:8][CH:7]=3)[CH2:12][CH2:13][CH2:14]1. The catalyst class is: 171. (2) Reactant: [NH:1]1[CH2:5][CH2:4][CH2:3][CH2:2]1.[C:6]([O:10][C:11]([N:13]1[CH2:16][CH:15]([S:17][C:18]2[CH:26]=[CH:25][C:21]([C:22](O)=[O:23])=[CH:20][CH:19]=2)[CH2:14]1)=[O:12])([CH3:9])([CH3:8])[CH3:7].CCN(C(C)C)C(C)C.CN(C(ON1N=NC2C=CC=CC1=2)=[N+](C)C)C.[B-](F)(F)(F)F. Product: [N:1]1([C:22]([C:21]2[CH:20]=[CH:19][C:18]([S:17][CH:15]3[CH2:16][N:13]([C:11]([O:10][C:6]([CH3:9])([CH3:8])[CH3:7])=[O:12])[CH2:14]3)=[CH:26][CH:25]=2)=[O:23])[CH2:5][CH2:4][CH2:3][CH2:2]1. The catalyst class is: 2. (3) Reactant: [F:1][C:2]1([F:33])[CH2:7][CH2:6][CH:5]([NH:8][C:9]2[N:14]=[C:13]([NH:15][CH:16]3[CH2:21][CH2:20][C:19]([F:23])([F:22])[CH2:18][CH2:17]3)[N:12]=[C:11]([C:24]3[C:29]([F:30])=[CH:28][CH:27]=[C:26]([NH:31]N)[N:25]=3)[N:10]=2)[CH2:4][CH2:3]1. Product: [NH2:31][C:26]1[N:25]=[C:24]([C:11]2[N:10]=[C:9]([NH:8][CH:5]3[CH2:6][CH2:7][C:2]([F:33])([F:1])[CH2:3][CH2:4]3)[N:14]=[C:13]([NH:15][CH:16]3[CH2:17][CH2:18][C:19]([F:22])([F:23])[CH2:20][CH2:21]3)[N:12]=2)[C:29]([F:30])=[CH:28][CH:27]=1. The catalyst class is: 94. (4) Reactant: COC1C=C(OC)C=CC=1C[N:6]([CH2:10][C@@H:11]1[O:15][C:14](=[O:16])[N:13]([C:17]2[CH:18]=[CH:19][C:20]3[CH2:26][CH2:25][CH2:24][CH2:23][CH2:22][C:21]=3[CH:27]=2)[CH2:12]1)[C:7](=[O:9])[CH3:8]. Product: [O:16]=[C:14]1[N:13]([C:17]2[CH:18]=[CH:19][C:20]3[CH2:26][CH2:25][CH2:24][CH2:23][CH2:22][C:21]=3[CH:27]=2)[CH2:12][C@H:11]([CH2:10][NH:6][C:7](=[O:9])[CH3:8])[O:15]1. The catalyst class is: 55. (5) Reactant: [F:1][C:2]1[CH:20]=[C:19]([I:21])[CH:18]=[CH:17][C:3]=1[NH:4][C:5]1[C:6]([C:12]([O:14][CH2:15][CH3:16])=[O:13])=[CH:7][NH:8][C:9](=[O:11])[CH:10]=1.[H-].[Na+].[C:24]([O:28][C:29](=[O:32])[CH2:30]Br)([CH3:27])([CH3:26])[CH3:25]. Product: [C:24]([O:28][C:29](=[O:32])[CH2:30][N:8]1[C:9](=[O:11])[CH:10]=[C:5]([NH:4][C:3]2[CH:17]=[CH:18][C:19]([I:21])=[CH:20][C:2]=2[F:1])[C:6]([C:12]([O:14][CH2:15][CH3:16])=[O:13])=[CH:7]1)([CH3:27])([CH3:26])[CH3:25]. The catalyst class is: 3.